Dataset: Forward reaction prediction with 1.9M reactions from USPTO patents (1976-2016). Task: Predict the product of the given reaction. Given the reactants [CH:1]([C:4]1[CH:5]=[C:6]([CH:9]=[C:10]([CH:13]([CH3:15])[CH3:14])[C:11]=1[OH:12])[CH:7]=O)([CH3:3])[CH3:2].[C:16]1([CH2:22][CH2:23][CH2:24][NH:25][C:26](=[S:30])[CH2:27][C:28]#[N:29])[CH:21]=[CH:20][CH:19]=[CH:18][CH:17]=1.NCCC(O)=O, predict the reaction product. The product is: [CH:1]([C:4]1[CH:5]=[C:6](/[CH:7]=[C:27](/[C:26]([NH:25][CH2:24][CH2:23][CH2:22][C:16]2[CH:17]=[CH:18][CH:19]=[CH:20][CH:21]=2)=[S:30])\[C:28]#[N:29])[CH:9]=[C:10]([CH:13]([CH3:15])[CH3:14])[C:11]=1[OH:12])([CH3:3])[CH3:2].